This data is from Full USPTO retrosynthesis dataset with 1.9M reactions from patents (1976-2016). The task is: Predict the reactants needed to synthesize the given product. (1) Given the product [CH:1]1([C:7]2[C:8]3[CH:9]=[CH:10][C:11]([C:28]([O:30][CH3:31])=[O:29])=[CH:12][C:13]=3[N:14]3[C:20]=2[C:19]2[CH:18]=[CH:24][CH:23]=[CH:22][C:21]=2[N:17]([CH3:25])[CH:16]([CH2:26][N:52]([CH3:53])[CH2:51][CH2:50][N:49]([CH3:54])[CH2:48][CH2:47][CH2:46][S:43](=[O:44])(=[O:45])[NH:42][C:41](=[O:55])[O:40][C:36]([CH3:39])([CH3:37])[CH3:38])[CH2:15]3)[CH2:2][CH2:3][CH2:4][CH2:5][CH2:6]1, predict the reactants needed to synthesize it. The reactants are: [CH:1]1([C:7]2[C:8]3[CH:9]=[CH:10][C:11]([C:28]([O:30][CH3:31])=[O:29])=[CH:12][C:13]=3[N:14]3[C:20]=2[C:19]2[CH:21]=[CH:22][CH:23]=[CH:24][C:18]=2[N:17]([CH3:25])[CH:16]([CH:26]=O)[CH2:15]3)[CH2:6][CH2:5][CH2:4][CH2:3][CH2:2]1.CC(O)=O.[C:36]([O:40][C:41](=[O:55])[NH:42][S:43]([CH2:46][CH2:47][CH2:48][N:49]([CH3:54])[CH2:50][CH2:51][NH:52][CH3:53])(=[O:45])=[O:44])([CH3:39])([CH3:38])[CH3:37].[BH3-]C#N.[Na+]. (2) Given the product [C:1]([O:8][CH2:14][CH2:13][CH2:12][CH2:17][CH2:16][CH3:15])(=[O:7])[CH2:2][CH2:3][C:4]([CH3:6])=[O:5], predict the reactants needed to synthesize it. The reactants are: [C:1]([OH:8])(=[O:7])[CH2:2][CH2:3][C:4]([CH3:6])=[O:5].C(O)=O.[C:12]1(C)[C:13](S(O)(=O)=O)=[CH:14][CH:15]=[CH:16][CH:17]=1.C=CCCCC. (3) Given the product [NH2:23][C:24]1[CH:25]=[C:26]([CH:27]=[CH:28][CH:29]=1)[O:30][C:2]1[CH:3]=[CH:4][C:5]2[N:6]([CH:8]=[C:9]([NH:11][C:12](=[O:16])[CH:13]([CH3:15])[CH3:14])[N:10]=2)[N:7]=1, predict the reactants needed to synthesize it. The reactants are: I[C:2]1[CH:3]=[CH:4][C:5]2[N:6]([CH:8]=[C:9]([NH:11][C:12](=[O:16])[CH:13]([CH3:15])[CH3:14])[N:10]=2)[N:7]=1.C(=O)([O-])[O-].[K+].[K+].[NH2:23][C:24]1[CH:25]=[C:26]([OH:30])[CH:27]=[CH:28][CH:29]=1. (4) Given the product [CH3:2][O:3][C:4]1[CH:5]=[C:6]([C:12]2[C:13]([CH3:25])([CH3:24])[C:14](=[O:23])[N:15]([CH:17]3[CH2:22][CH2:21][N:20]([C:35]([C:27]4[NH:26][C:34]5[C:29]([CH:28]=4)=[CH:30][CH:31]=[CH:32][CH:33]=5)=[O:36])[CH2:19][CH2:18]3)[N:16]=2)[CH:7]=[CH:8][C:9]=1[O:10][CH3:11], predict the reactants needed to synthesize it. The reactants are: Cl.[CH3:2][O:3][C:4]1[CH:5]=[C:6]([C:12]2[C:13]([CH3:25])([CH3:24])[C:14](=[O:23])[N:15]([CH:17]3[CH2:22][CH2:21][NH:20][CH2:19][CH2:18]3)[N:16]=2)[CH:7]=[CH:8][C:9]=1[O:10][CH3:11].[NH:26]1[C:34]2[C:29](=[CH:30][CH:31]=[CH:32][CH:33]=2)[CH:28]=[C:27]1[C:35](O)=[O:36]. (5) The reactants are: [NH:1]([C:6]([O:8][CH2:9][C:10]1[CH:15]=[CH:14][CH:13]=[CH:12][CH:11]=1)=[O:7])[CH2:2][C:3]([OH:5])=O.C(N1CCOCC1)C.[B-](F)(F)(F)F.CCOC(C(C#N)=NOC(N(C)C)=[N+](C)C)=O.[CH2:46]([O:50][C:51]([N:53]1[CH2:58][CH2:57][NH:56][CH2:55][CH2:54]1)=[O:52])[CH2:47][CH2:48][CH3:49].C([O-])(O)=O.[Na+]. Given the product [CH2:46]([O:50][C:51]([N:53]1[CH2:58][CH2:57][N:56]([C:3](=[O:5])[CH2:2][NH:1][C:6]([O:8][CH2:9][C:10]2[CH:15]=[CH:14][CH:13]=[CH:12][CH:11]=2)=[O:7])[CH2:55][CH2:54]1)=[O:52])[CH2:47][CH2:48][CH3:49], predict the reactants needed to synthesize it. (6) The reactants are: [NH:1]1[CH2:5][CH2:4][N:3]=[C:2]1[CH:6]1[C:15]2[CH:14]=[CH:13][CH:12]=[C:11]([C:16]#[N:17])[C:10]=2[CH2:9][CH2:8][O:7]1.C(N)(=[O:20])C.C1COCC1. Given the product [NH:3]1[CH2:4][CH2:5][N:1]=[C:2]1[CH:6]1[C:15]2[CH:14]=[CH:13][CH:12]=[C:11]([C:16]([NH2:17])=[O:20])[C:10]=2[CH2:9][CH2:8][O:7]1, predict the reactants needed to synthesize it. (7) Given the product [CH:1]1([CH2:7][CH2:8][CH2:9][C@@H:10]([C:19]2[O:23][N:22]=[C:21]([CH2:24][NH:25][CH2:26][CH3:27])[N:20]=2)[CH2:11][C:12]([OH:14])=[O:13])[CH2:2][CH2:3][CH2:4][CH2:5][CH2:6]1, predict the reactants needed to synthesize it. The reactants are: [CH:1]1([CH2:7][CH2:8][CH2:9][C@@H:10]([C:19]2[O:23][N:22]=[C:21]([CH2:24][NH:25][CH2:26][CH3:27])[N:20]=2)[CH2:11][C:12]([O:14]C(C)(C)C)=[O:13])[CH2:6][CH2:5][CH2:4][CH2:3][CH2:2]1.C(O)(C(F)(F)F)=O. (8) Given the product [CH3:12][O:11][C:4]1[CH:3]=[C:2]([B:13]2[O:17][C:16]([CH3:19])([CH3:18])[C:15]([CH3:21])([CH3:20])[O:14]2)[CH:7]=[C:6]([N+:8]([O-:10])=[O:9])[CH:5]=1, predict the reactants needed to synthesize it. The reactants are: Br[C:2]1[CH:7]=[C:6]([N+:8]([O-:10])=[O:9])[CH:5]=[C:4]([O:11][CH3:12])[CH:3]=1.[B:13]1([B:13]2[O:17][C:16]([CH3:19])([CH3:18])[C:15]([CH3:21])([CH3:20])[O:14]2)[O:17][C:16]([CH3:19])([CH3:18])[C:15]([CH3:21])([CH3:20])[O:14]1.CC([O-])=O.[K+]. (9) Given the product [N:31]1([CH2:30][CH2:29][C@@H:28]([NH:27][C:24]2[CH:25]=[CH:26][C:21]([S:18]([NH:17][C:14]3[N:11]4[CH2:12][CH2:13][NH:8][CH2:9][CH:10]4[NH:16][N:15]=3)(=[O:19])=[O:20])=[CH:22][C:23]=2[S:45]([C:48]([F:50])([F:51])[F:49])(=[O:47])=[O:46])[CH2:37][S:38][C:39]2[CH:40]=[CH:41][CH:42]=[CH:43][CH:44]=2)[CH2:36][CH2:35][O:34][CH2:33][CH2:32]1, predict the reactants needed to synthesize it. The reactants are: C(OC([N:8]1[CH2:13][CH2:12][N:11]2[C:14]([NH:17][S:18]([C:21]3[CH:26]=[CH:25][C:24]([NH:27][C@@H:28]([CH2:37][S:38][C:39]4[CH:44]=[CH:43][CH:42]=[CH:41][CH:40]=4)[CH2:29][CH2:30][N:31]4[CH2:36][CH2:35][O:34][CH2:33][CH2:32]4)=[C:23]([S:45]([C:48]([F:51])([F:50])[F:49])(=[O:47])=[O:46])[CH:22]=3)(=[O:20])=[O:19])=[N:15][N:16]=[C:10]2[CH2:9]1)=O)(C)(C)C.FC(F)(F)C(O)=O.